Dataset: Full USPTO retrosynthesis dataset with 1.9M reactions from patents (1976-2016). Task: Predict the reactants needed to synthesize the given product. (1) The reactants are: [C:1](O)(=O)[CH2:2][C:3]([OH:5])=[O:4].C(=O)[CH2:9][CH2:10][C:11]1[CH:16]=[CH:15][CH:14]=[CH:13][CH:12]=1. Given the product [C:11]1([CH2:10]/[CH:9]=[CH:1]/[CH2:2][C:3]([OH:5])=[O:4])[CH:16]=[CH:15][CH:14]=[CH:13][CH:12]=1, predict the reactants needed to synthesize it. (2) The reactants are: [NH2:1][C:2]1[C:6]([C:7]([C:9]2[S:10][CH:11]=[CH:12][CH:13]=2)=[O:8])=[CH:5][NH:4][N:3]=1.CN(C)[CH:16]=[CH:17][C:18]([C:20]1[CH:25]=[CH:24][CH:23]=[C:22]([N:26]2[CH:30]=[CH:29][CH:28]=[CH:27]2)[CH:21]=1)=O. Given the product [N:26]1([C:22]2[CH:21]=[C:20]([C:18]3[N:3]4[N:4]=[CH:5][C:6]([C:7]([C:9]5[S:10][CH:11]=[CH:12][CH:13]=5)=[O:8])=[C:2]4[N:1]=[CH:16][CH:17]=3)[CH:25]=[CH:24][CH:23]=2)[CH:30]=[CH:29][CH:28]=[CH:27]1, predict the reactants needed to synthesize it. (3) Given the product [Br:7][C:8]1[CH:9]=[CH:10][C:11]([C:14]2([C:21]3[CH:26]=[CH:25][CH:24]=[C:23]([O:27][CH3:28])[CH:22]=3)[O:15][CH2:16][CH2:17][NH:18][CH2:19]2)=[CH:12][CH:13]=1, predict the reactants needed to synthesize it. The reactants are: [H-].[H-].[H-].[H-].[Li+].[Al+3].[Br:7][C:8]1[CH:13]=[CH:12][C:11]([C:14]2([C:21]3[CH:26]=[CH:25][CH:24]=[C:23]([O:27][CH3:28])[CH:22]=3)[CH2:19][NH:18][C:17](=O)[CH2:16][O:15]2)=[CH:10][CH:9]=1.O.[OH-].[Na+]. (4) Given the product [Si:1]([O:8][CH2:9][C:10]1[N:11]([CH3:22])[C:12]2[C:17]([CH:18]=1)=[CH:16][C:15]([CH:19]=[O:20])=[C:14]([NH:24][C:23](=[O:30])[O:25][C:26]([CH3:29])([CH3:28])[CH3:27])[CH:13]=2)([C:4]([CH3:7])([CH3:6])[CH3:5])([CH3:3])[CH3:2], predict the reactants needed to synthesize it. The reactants are: [Si:1]([O:8][CH2:9][C:10]1[N:11]([CH3:22])[C:12]2[C:17]([CH:18]=1)=[CH:16][C:15]([CH:19]=[O:20])=[C:14](Cl)[CH:13]=2)([C:4]([CH3:7])([CH3:6])[CH3:5])([CH3:3])[CH3:2].[C:23](=[O:30])([O:25][C:26]([CH3:29])([CH3:28])[CH3:27])[NH2:24].C([O-])([O-])=O.[Cs+].[Cs+]. (5) Given the product [CH:10]1([C:4]2[CH:3]=[C:2]([N:1]3[C:16](=[O:17])[C:15]([CH3:23])([CH3:24])[NH:14][C:25]3=[O:26])[CH:9]=[CH:8][C:5]=2[C:6]#[N:7])[CH2:11][CH2:12]1, predict the reactants needed to synthesize it. The reactants are: [NH2:1][C:2]1[CH:9]=[CH:8][C:5]([C:6]#[N:7])=[C:4]([CH:10]2[CH2:12][CH2:11]2)[CH:3]=1.Cl.[NH2:14][C:15]([CH3:24])([CH3:23])[C:16](OC(C)(C)C)=[O:17].[C:25](Cl)(Cl)=[O:26].